This data is from Forward reaction prediction with 1.9M reactions from USPTO patents (1976-2016). The task is: Predict the product of the given reaction. (1) Given the reactants [C:1]1(=[O:11])[O:6][C:4](=[O:5])[C:3]2=[CH:7][CH:8]=[CH:9][CH:10]=[C:2]12.[CH3:12][CH:13]([C:15]1[CH:16]=[CH:17][CH:18]=[C:19]([CH:22]([CH3:24])[CH3:23])[C:20]=1[OH:21])[CH3:14].C(N(CC)CC)C, predict the reaction product. The product is: [CH:22]([C:19]1[CH:18]=[CH:17][CH:16]=[C:15]([CH:13]([CH3:14])[CH3:12])[C:20]=1[O:21][C:4]([C:3]1[CH:7]=[CH:8][CH:9]=[CH:10][C:2]=1[C:1]([OH:6])=[O:11])=[O:5])([CH3:24])[CH3:23]. (2) Given the reactants [CH3:1][O:2][C:3]1[CH:4]=[C:5]([C:11](=[CH:14][N:15](C)C)[C:12]#[N:13])[CH:6]=[C:7]([O:9][CH3:10])[CH:8]=1.O.[NH2:19]N.C(O)(=O)C.C1(C)C=CC=CC=1, predict the reaction product. The product is: [CH3:10][O:9][C:7]1[CH:6]=[C:5]([C:11]2[C:14]([NH2:15])=[N:19][NH:13][CH:12]=2)[CH:4]=[C:3]([O:2][CH3:1])[CH:8]=1.